Dataset: Catalyst prediction with 721,799 reactions and 888 catalyst types from USPTO. Task: Predict which catalyst facilitates the given reaction. (1) Reactant: [CH:1]1[C:14]2[C:5](=[N:6][C:7]3[C:12]([C:13]=2[C:15]([OH:17])=O)=[CH:11][CH:10]=[CH:9][CH:8]=3)[CH:4]=[CH:3][CH:2]=1.[O:18]=[S:19]1(=[O:29])[CH:23]=[CH:22][C:21]2[CH:24]=[CH:25][C:26]([NH2:28])=[CH:27][C:20]1=2.CCN(C(C)C)C(C)C.CN(C(ON1N=NC2C=CC=CC1=2)=[N+](C)C)C.F[P-](F)(F)(F)(F)F. The catalyst class is: 2. Product: [O:18]=[S:19]1(=[O:29])[CH:23]=[CH:22][C:21]2[CH:24]=[CH:25][C:26]([NH:28][C:15]([C:13]3[C:12]4[C:7]([N:6]=[C:5]5[C:14]=3[CH:1]=[CH:2][CH:3]=[CH:4]5)=[CH:8][CH:9]=[CH:10][CH:11]=4)=[O:17])=[CH:27][C:20]1=2. (2) Reactant: [F:1][C:2]1[CH:7]=[CH:6][C:5]([CH2:8][NH:9][C:10]([C:12]2[CH:17]=[CH:16][CH:15]=[C:14]([CH2:18][CH:19]3[CH2:24][CH2:23][N:22]([CH3:25])[CH2:21][CH2:20]3)[CH:13]=2)=[O:11])=[CH:4][C:3]=1[C:26]1[CH:31]=[CH:30][CH:29]=[C:28]([CH2:32][N:33]2[CH2:38][CH2:37][N:36](C(OCC3C=CC=CC=3)=O)[C@@H:35]([CH3:49])[CH2:34]2)[CH:27]=1.[H][H]. Product: [F:1][C:2]1[C:3]([C:26]2[CH:31]=[CH:30][CH:29]=[C:28]([CH2:32][N:33]3[CH2:38][CH2:37][NH:36][C@@H:35]([CH3:49])[CH2:34]3)[CH:27]=2)=[CH:4][C:5]([CH2:8][NH:9][C:10](=[O:11])[C:12]2[CH:17]=[CH:16][CH:15]=[C:14]([CH2:18][CH:19]3[CH2:20][CH2:21][N:22]([CH3:25])[CH2:23][CH2:24]3)[CH:13]=2)=[CH:6][CH:7]=1. The catalyst class is: 19. (3) Reactant: [C:1]([C:3]1[CH:8]=[CH:7][CH:6]=[CH:5][C:4]=1[NH:9][C:10]1[N:29]=[C:13]2[CH:14]=[CH:15][C:16]([C:18]3[CH:19]=[C:20]([CH:26]=[CH:27][CH:28]=3)[C:21]([O:23]CC)=[O:22])=[CH:17][N:12]2[N:11]=1)#[N:2].[OH-].[Na+].Cl. Product: [C:1]([C:3]1[CH:8]=[CH:7][CH:6]=[CH:5][C:4]=1[NH:9][C:10]1[N:29]=[C:13]2[CH:14]=[CH:15][C:16]([C:18]3[CH:19]=[C:20]([CH:26]=[CH:27][CH:28]=3)[C:21]([OH:23])=[O:22])=[CH:17][N:12]2[N:11]=1)#[N:2]. The catalyst class is: 36. (4) Reactant: [CH3:1][C:2]([CH3:25])([CH3:24])[CH2:3][N:4]1[C:12]2[C:7](=[N:8][C:9]([C@@H:13]3[CH2:15][C@H:14]3[CH2:16][CH2:17]S(C)(=O)=O)=[CH:10][CH:11]=2)[N:6]([CH3:22])[C:5]1=[O:23].[CH3:26][N:27]1[C:31](=[O:32])[CH2:30][NH:29][C:28]1=[O:33].[H-].[Na+]. Product: [CH3:1][C:2]([CH3:25])([CH3:24])[CH2:3][N:4]1[C:12]2[C:7](=[N:8][C:9]([C@@H:13]3[CH2:15][C@H:14]3[CH2:16][CH2:17][N:29]3[CH2:30][C:31](=[O:32])[N:27]([CH3:26])[C:28]3=[O:33])=[CH:10][CH:11]=2)[N:6]([CH3:22])[C:5]1=[O:23]. The catalyst class is: 3. (5) Reactant: Cl[C:2]1[N:3]=[C:4]([N:25]2[CH2:30][CH2:29][O:28][CH2:27][CH2:26]2)[C:5]2[S:10][C:9]([CH2:11][N:12]3[CH2:17][CH2:16][N:15]([C:18]([O:20][C:21]([CH3:24])([CH3:23])[CH3:22])=[O:19])[CH2:14][CH2:13]3)=[CH:8][C:6]=2[N:7]=1.C[Sn](C)(C)[C:33]1[CH:41]=[CH:40][CH:39]=[C:38]2[C:34]=1[CH:35]=[N:36][NH:37]2. The catalyst class is: 109. Product: [NH:37]1[C:38]2[C:34](=[C:33]([C:2]3[N:3]=[C:4]([N:25]4[CH2:30][CH2:29][O:28][CH2:27][CH2:26]4)[C:5]4[S:10][C:9]([CH2:11][N:12]5[CH2:17][CH2:16][N:15]([C:18]([O:20][C:21]([CH3:24])([CH3:23])[CH3:22])=[O:19])[CH2:14][CH2:13]5)=[CH:8][C:6]=4[N:7]=3)[CH:41]=[CH:40][CH:39]=2)[CH:35]=[N:36]1. (6) Reactant: [NH2:1][C:2]1[C:3]2[N:11]=[C:10]([C:12]3[CH:13]=[C:14]([CH:18]=[CH:19][CH:20]=3)[C:15]([OH:17])=O)[CH:9]=[CH:8][C:4]=2[N:5]=[CH:6][N:7]=1.C[NH:22][CH2:23][CH2:24][NH:25][CH3:26].[CH3:27]N(C(ON1N=NC2C=CC=NC1=2)=[N+](C)C)C.F[P-](F)(F)(F)(F)F.CCN(C(C)C)C(C)C. Product: [NH2:1][C:2]1[C:3]2[N:11]=[C:10]([C:12]3[CH:13]=[C:14]([CH:18]=[CH:19][CH:20]=3)[C:15]([NH:22][CH2:23][CH2:24][N:25]([CH3:26])[CH3:27])=[O:17])[CH:9]=[CH:8][C:4]=2[N:5]=[CH:6][N:7]=1. The catalyst class is: 3. (7) Reactant: [NH:1]1[CH2:4][C:3](=[C:5]([C:10]2[CH:15]=[C:14]([F:16])[CH:13]=[C:12]([F:17])[CH:11]=2)[C:6]([O:8][CH3:9])=[O:7])[CH2:2]1.[CH3:18][C:19]([C:21]1[CH:26]=[CH:25][C:24]([Cl:27])=[CH:23][CH:22]=1)=O.C(N(CC)CC)C.C(O[BH-](OC(=O)C)OC(=O)C)(=O)C.[Na+]. Product: [Cl:27][C:24]1[CH:25]=[CH:26][C:21]([CH:19]([N:1]2[CH2:4][C:3](=[C:5]([C:10]3[CH:15]=[C:14]([F:16])[CH:13]=[C:12]([F:17])[CH:11]=3)[C:6]([O:8][CH3:9])=[O:7])[CH2:2]2)[CH3:18])=[CH:22][CH:23]=1. The catalyst class is: 68. (8) Reactant: [Cl:1][C:2]1[CH:8]=[CH:7][C:6]([Cl:9])=[CH:5][C:3]=1[NH2:4].[C:10](N1C=CN=C1)(N1C=CN=C1)=[S:11].[NH2:22][C:23]1[CH:28]=[CH:27][C:26]([NH:29][C:30]([C:32]2[N:33]=[N:34][S:35][CH:36]=2)=[O:31])=[CH:25][CH:24]=1. Product: [Cl:1][C:2]1[CH:8]=[CH:7][C:6]([Cl:9])=[CH:5][C:3]=1[NH:4][C:10](=[S:11])[NH:22][C:23]1[CH:24]=[CH:25][C:26]([NH:29][C:30]([C:32]2[N:33]=[N:34][S:35][CH:36]=2)=[O:31])=[CH:27][CH:28]=1. The catalyst class is: 7. (9) Reactant: Cl[C:2]1[N:3]=[CH:4][C:5]2[CH2:11][N:10]([C:12]([C:14]3[CH:15]=[N:16][CH:17]=[CH:18][CH:19]=3)=[O:13])[CH2:9][CH2:8][C:6]=2[N:7]=1.CO[C:22]1[CH:23]=[C:24]([CH:26]=[C:27](OC)[C:28]=1OC)[NH2:25].CCOC(C)=O. Product: [C:24]1([NH:25][C:2]2[N:3]=[CH:4][C:5]3[CH2:11][N:10]([C:12]([C:14]4[CH:15]=[N:16][CH:17]=[CH:18][CH:19]=4)=[O:13])[CH2:9][CH2:8][C:6]=3[N:7]=2)[CH:26]=[CH:27][CH:28]=[CH:22][CH:23]=1. The catalyst class is: 32.